From a dataset of Forward reaction prediction with 1.9M reactions from USPTO patents (1976-2016). Predict the product of the given reaction. (1) The product is: [CH3:19][O:18][C:15]1[CH:16]=[CH:17][C:12]([NH:11][C:4]2[C:5]3[N:6]([N:8]=[CH:9][N:10]=3)[CH:7]=[C:2]([N:22]3[CH2:27][CH2:26][CH2:25][CH:24]([C:28]([O:30][CH3:31])=[O:29])[CH2:23]3)[CH:3]=2)=[N:13][C:14]=1[O:20][CH3:21]. Given the reactants Cl[C:2]1[CH:3]=[C:4]([NH:11][C:12]2[CH:17]=[CH:16][C:15]([O:18][CH3:19])=[C:14]([O:20][CH3:21])[N:13]=2)[C:5]2[N:6]([N:8]=[CH:9][N:10]=2)[CH:7]=1.[NH:22]1[CH2:27][CH2:26][CH2:25][CH:24]([C:28]([O:30][CH3:31])=[O:29])[CH2:23]1.CC(C1C=C(C(C)C)C(C2C=CC=CC=2P(C2CCCCC2)C2CCCCC2)=C(C(C)C)C=1)C.C([O-])([O-])=O.[Cs+].[Cs+], predict the reaction product. (2) Given the reactants Br[C:2]1[CH:3]=[C:4]([C:9]2[N:13]3[CH:14]=[CH:15][C:16]([C:18]([F:21])([F:20])[F:19])=[N:17][C:12]3=[N:11][CH:10]=2)[CH:5]=[CH:6][C:7]=1[F:8].C([Sn](CCCC)(CCCC)[C:27]1[CH:28]=[N:29][CH:30]=[CH:31][CH:32]=1)CCC, predict the reaction product. The product is: [F:8][C:7]1[CH:6]=[CH:5][C:4]([C:9]2[N:13]3[CH:14]=[CH:15][C:16]([C:18]([F:21])([F:20])[F:19])=[N:17][C:12]3=[N:11][CH:10]=2)=[CH:3][C:2]=1[C:27]1[CH:28]=[N:29][CH:30]=[CH:31][CH:32]=1. (3) Given the reactants [OH:1][C:2]1[CH:15]=[CH:14][C:5]([O:6][CH:7]([CH2:12][CH3:13])[C:8]([NH:10][CH3:11])=[O:9])=[CH:4][CH:3]=1.[Cl:16][C:17]1[CH:18]=[C:19]([CH:22]=[CH:23][CH:24]=1)[CH2:20]Br.C(=O)([O-])[O-].[K+].[K+], predict the reaction product. The product is: [Cl:16][C:17]1[CH:18]=[C:19]([CH:22]=[CH:23][CH:24]=1)[CH2:20][O:1][C:2]1[CH:3]=[CH:4][C:5]([O:6][CH:7]([CH2:12][CH3:13])[C:8]([NH:10][CH3:11])=[O:9])=[CH:14][CH:15]=1.